Task: Regression. Given two drug SMILES strings and cell line genomic features, predict the synergy score measuring deviation from expected non-interaction effect.. Dataset: NCI-60 drug combinations with 297,098 pairs across 59 cell lines (1) Drug 1: C1=NC2=C(N1)C(=S)N=C(N2)N. Drug 2: CCC1(CC2CC(C3=C(CCN(C2)C1)C4=CC=CC=C4N3)(C5=C(C=C6C(=C5)C78CCN9C7C(C=CC9)(C(C(C8N6C=O)(C(=O)OC)O)OC(=O)C)CC)OC)C(=O)OC)O.OS(=O)(=O)O. Cell line: UACC-257. Synergy scores: CSS=26.5, Synergy_ZIP=-4.82, Synergy_Bliss=1.93, Synergy_Loewe=-3.29, Synergy_HSA=2.76. (2) Drug 1: CC1=C(C(CCC1)(C)C)C=CC(=CC=CC(=CC(=O)O)C)C. Drug 2: C1CN(CCN1C(=O)CCBr)C(=O)CCBr. Cell line: RXF 393. Synergy scores: CSS=1.63, Synergy_ZIP=-0.0718, Synergy_Bliss=1.80, Synergy_Loewe=0.191, Synergy_HSA=-0.304.